This data is from NCI-60 drug combinations with 297,098 pairs across 59 cell lines. The task is: Regression. Given two drug SMILES strings and cell line genomic features, predict the synergy score measuring deviation from expected non-interaction effect. (1) Drug 1: C1CC(=O)NC(=O)C1N2CC3=C(C2=O)C=CC=C3N. Drug 2: C1CN(CCN1C(=O)CCBr)C(=O)CCBr. Cell line: SNB-75. Synergy scores: CSS=11.8, Synergy_ZIP=-3.79, Synergy_Bliss=-1.26, Synergy_Loewe=1.65, Synergy_HSA=1.65. (2) Cell line: BT-549. Synergy scores: CSS=31.7, Synergy_ZIP=-11.7, Synergy_Bliss=-7.55, Synergy_Loewe=-10.3, Synergy_HSA=-0.488. Drug 2: C1CCC(C(C1)N)N.C(=O)(C(=O)[O-])[O-].[Pt+4]. Drug 1: CN(CC1=CN=C2C(=N1)C(=NC(=N2)N)N)C3=CC=C(C=C3)C(=O)NC(CCC(=O)O)C(=O)O. (3) Drug 1: C1CN1C2=NC(=NC(=N2)N3CC3)N4CC4. Drug 2: C1CN(CCN1C(=O)CCBr)C(=O)CCBr. Cell line: UACC62. Synergy scores: CSS=36.5, Synergy_ZIP=-6.85, Synergy_Bliss=-3.42, Synergy_Loewe=-7.26, Synergy_HSA=0.0898. (4) Drug 1: C1CCC(CC1)NC(=O)N(CCCl)N=O. Drug 2: CC1C(C(=O)NC(C(=O)N2CCCC2C(=O)N(CC(=O)N(C(C(=O)O1)C(C)C)C)C)C(C)C)NC(=O)C3=C4C(=C(C=C3)C)OC5=C(C(=O)C(=C(C5=N4)C(=O)NC6C(OC(=O)C(N(C(=O)CN(C(=O)C7CCCN7C(=O)C(NC6=O)C(C)C)C)C)C(C)C)C)N)C. Cell line: CAKI-1. Synergy scores: CSS=27.9, Synergy_ZIP=-0.654, Synergy_Bliss=1.18, Synergy_Loewe=2.81, Synergy_HSA=2.10. (5) Drug 1: CCC1(CC2CC(C3=C(CCN(C2)C1)C4=CC=CC=C4N3)(C5=C(C=C6C(=C5)C78CCN9C7C(C=CC9)(C(C(C8N6C)(C(=O)OC)O)OC(=O)C)CC)OC)C(=O)OC)O.OS(=O)(=O)O. Drug 2: C(CC(=O)O)C(=O)CN.Cl. Cell line: OVCAR-4. Synergy scores: CSS=5.16, Synergy_ZIP=-3.12, Synergy_Bliss=-0.621, Synergy_Loewe=-1.64, Synergy_HSA=-1.63. (6) Drug 1: C1=C(C(=O)NC(=O)N1)F. Drug 2: CC=C1C(=O)NC(C(=O)OC2CC(=O)NC(C(=O)NC(CSSCCC=C2)C(=O)N1)C(C)C)C(C)C. Cell line: HL-60(TB). Synergy scores: CSS=76.8, Synergy_ZIP=-16.6, Synergy_Bliss=-24.8, Synergy_Loewe=-22.2, Synergy_HSA=-21.4. (7) Drug 1: C1=CN(C(=O)N=C1N)C2C(C(C(O2)CO)O)O.Cl. Drug 2: C1C(C(OC1N2C=NC(=NC2=O)N)CO)O. Cell line: ACHN. Synergy scores: CSS=59.5, Synergy_ZIP=5.10, Synergy_Bliss=5.04, Synergy_Loewe=7.05, Synergy_HSA=8.24. (8) Drug 1: COC1=C(C=C2C(=C1)N=CN=C2NC3=CC(=C(C=C3)F)Cl)OCCCN4CCOCC4. Drug 2: C1C(C(OC1N2C=NC(=NC2=O)N)CO)O. Cell line: SK-MEL-2. Synergy scores: CSS=29.0, Synergy_ZIP=-3.62, Synergy_Bliss=0.208, Synergy_Loewe=3.09, Synergy_HSA=4.20. (9) Drug 1: COC1=C(C=C2C(=C1)N=CN=C2NC3=CC(=C(C=C3)F)Cl)OCCCN4CCOCC4. Drug 2: CC1=C(C(=O)C2=C(C1=O)N3CC4C(C3(C2COC(=O)N)OC)N4)N. Cell line: MDA-MB-435. Synergy scores: CSS=19.4, Synergy_ZIP=1.09, Synergy_Bliss=5.35, Synergy_Loewe=5.80, Synergy_HSA=7.70. (10) Drug 1: CCC1(C2=C(COC1=O)C(=O)N3CC4=CC5=C(C=CC(=C5CN(C)C)O)N=C4C3=C2)O.Cl. Drug 2: C(CCl)NC(=O)N(CCCl)N=O. Cell line: SW-620. Synergy scores: CSS=42.3, Synergy_ZIP=-6.91, Synergy_Bliss=-4.25, Synergy_Loewe=-3.56, Synergy_HSA=0.727.